Dataset: Forward reaction prediction with 1.9M reactions from USPTO patents (1976-2016). Task: Predict the product of the given reaction. (1) The product is: [Cl:1][C:2]1[CH:3]=[C:4]([C:18]([NH:20][C@H:21]([C:23]2[CH:24]=[CH:25][C:26]([C:27]([O:29][CH3:30])=[O:28])=[CH:31][CH:32]=2)[CH3:22])=[O:19])[C:5]([N:8]([CH2:9][C:10]2[CH:11]=[CH:16][C:15]([F:33])=[CH:14][CH:13]=2)[CH3:17])=[N:6][CH:7]=1. Given the reactants [Cl:1][C:2]1[CH:3]=[C:4]([C:18]([NH:20][C@H:21]([C:23]2[CH:32]=[CH:31][C:26]([C:27]([O:29][CH3:30])=[O:28])=[CH:25][CH:24]=2)[CH3:22])=[O:19])[C:5]([N:8]([CH3:17])[CH2:9][CH2:10][C:11]2[CH:16]=[CH:15][CH:14]=[CH:13]C=2)=[N:6][CH:7]=1.[F:33]C1C=CC(CCN)=CC=1, predict the reaction product. (2) Given the reactants [Br:1][C:2]1[N:7]=[C:6]([CH2:8]P(=O)(OCC)OCC)[CH:5]=[CH:4][CH:3]=1.[F:17][C:18]1[CH:25]=[CH:24][CH:23]=[CH:22][C:19]=1[CH:20]=O.CC(C)([O-])C.[K+], predict the reaction product. The product is: [Br:1][C:2]1[CH:3]=[CH:4][CH:5]=[C:6](/[CH:8]=[CH:20]/[C:19]2[CH:22]=[CH:23][CH:24]=[CH:25][C:18]=2[F:17])[N:7]=1.